Dataset: Reaction yield outcomes from USPTO patents with 853,638 reactions. Task: Predict the reaction yield, written as a fraction of the theoretical maximum amount of product (1.0 means a 100% yield; for example, 0.34 means a 34% yield). (1) The reactants are [C:1]([O:4][C:5]1[CH:29]=[CH:28][C:8]([C:9]([NH:11][C:12]2[CH:13]=[C:14]([C:24]([O:26][CH3:27])=[O:25])[S:15][C:16]=2[NH:17][CH:18]2[CH2:23][CH2:22][CH2:21][CH2:20][CH2:19]2)=O)=[CH:7][CH:6]=1)(=[O:3])[CH3:2].COC1C=CC(P2(SP(C3C=CC(OC)=CC=3)(=S)S2)=[S:39])=CC=1.C(=O)([O-])O.[Na+]. The catalyst is O1CCCC1. The product is [C:1]([O:4][C:5]1[CH:29]=[CH:28][C:8]([C:9]([NH:11][C:12]2[CH:13]=[C:14]([C:24]([O:26][CH3:27])=[O:25])[S:15][C:16]=2[NH:17][CH:18]2[CH2:23][CH2:22][CH2:21][CH2:20][CH2:19]2)=[S:39])=[CH:7][CH:6]=1)(=[O:3])[CH3:2]. The yield is 0.820. (2) The product is [NH2:31][C:29]1[S:30][C:12]([C:13]2[CH:18]=[CH:17][N:16]=[C:15]([NH2:19])[CH:14]=2)=[C:11]([C:8]2[CH:7]=[CH:6][C:5]([O:4][CH3:3])=[CH:10][CH:9]=2)[N:28]=1. The catalyst is C(O)(=O)C. The reactants are BrBr.[CH3:3][O:4][C:5]1[CH:10]=[CH:9][C:8]([C:11](=O)[CH2:12][C:13]2[CH:18]=[CH:17][N:16]=[C:15]([NH:19]C(OC(C)(C)C)=O)[CH:14]=2)=[CH:7][CH:6]=1.[NH2:28][C:29]([NH2:31])=[S:30].C(N(CC)CC)C. The yield is 0.690. (3) The reactants are [OH:1][C:2]1[C:11]2[C:6](=[N:7][CH:8]=[CH:9][CH:10]=2)[N:5]([C:12]2[CH:17]=[CH:16][CH:15]=[CH:14][CH:13]=2)[C:4](=[O:18])[CH:3]=1.[H-].[Na+].[H][H].[CH3:23][O:24][CH2:25][C:26](Cl)=[O:27].Cl. The catalyst is CN(C=O)C.O. The product is [CH3:23][O:24][CH2:25][C:26]([O:1][C:2]1[C:11]2[C:6](=[N:7][CH:8]=[CH:9][CH:10]=2)[N:5]([C:12]2[CH:13]=[CH:14][CH:15]=[CH:16][CH:17]=2)[C:4](=[O:18])[CH:3]=1)=[O:27]. The yield is 0.730. (4) The reactants are [Br:1][C:2]1[C:11]2[C:6](=[CH:7][C:8]([CH2:12][OH:13])=[CH:9][CH:10]=2)[C:5](=[O:14])[N:4]([CH:15]([CH3:17])[CH3:16])[N:3]=1.[H-].[Na+].[CH3:20]I. The catalyst is C1COCC1. The product is [Br:1][C:2]1[C:11]2[C:6](=[CH:7][C:8]([CH2:12][O:13][CH3:20])=[CH:9][CH:10]=2)[C:5](=[O:14])[N:4]([CH:15]([CH3:17])[CH3:16])[N:3]=1. The yield is 0.690. (5) The reactants are [C:1]([O:5][C:6]([NH:8][C@H:9]([CH2:17][O:18][Si:19]([C:22]([CH3:25])([CH3:24])[CH3:23])([CH3:21])[CH3:20])[CH2:10][C:11]([CH3:16])([CH3:15])[C:12](O)=[O:13])=[O:7])([CH3:4])([CH3:3])[CH3:2].ClC(OCC(C)C)=O.[BH4-].[Na+]. The catalyst is C1COCC1.O. The product is [Si:19]([O:18][CH2:17][C@@H:9]([NH:8][C:6](=[O:7])[O:5][C:1]([CH3:4])([CH3:3])[CH3:2])[CH2:10][C:11]([CH3:15])([CH3:16])[CH2:12][OH:13])([C:22]([CH3:23])([CH3:24])[CH3:25])([CH3:21])[CH3:20]. The yield is 0.831. (6) The reactants are [N:1]1[CH:6]=[CH:5][CH:4]=[C:3]([C:7]2[CH:15]=[CH:14][C:10]([C:11]([OH:13])=[O:12])=[CH:9][CH:8]=2)[CH:2]=1.C1C=C(Cl)C=C(C(OO)=[O:24])C=1. The catalyst is C1COCC1. The product is [O-:24][N+:1]1[CH:6]=[CH:5][CH:4]=[C:3]([C:7]2[CH:15]=[CH:14][C:10]([C:11]([OH:13])=[O:12])=[CH:9][CH:8]=2)[CH:2]=1. The yield is 0.860. (7) The reactants are [CH2:1]1[C:9]2[C:4](=[CH:5][CH:6]=[CH:7][CH:8]=2)[CH2:3][NH:2]1.[CH3:10][O:11][C:12]1[CH:17]=[CH:16][C:15]([N:18]=[C:19]=[O:20])=[C:14]([CH3:21])[CH:13]=1. The catalyst is O1CCOCC1. The product is [CH3:10][O:11][C:12]1[CH:17]=[CH:16][C:15]([NH:18][C:19]([N:2]2[CH2:3][C:4]3[C:9](=[CH:8][CH:7]=[CH:6][CH:5]=3)[CH2:1]2)=[O:20])=[C:14]([CH3:21])[CH:13]=1. The yield is 0.840. (8) The reactants are C([O:3][C:4](=O)[CH2:5][O:6][C:7]1[CH:12]=[CH:11][C:10]([F:13])=[CH:9][C:8]=1[F:14])C.C(OCC)=O.[H-].[Na+].[O-]CC.[Na+].S(O)(O)(=O)=O.[CH3:32][S:33][C:34](=[NH:36])[NH2:35].[CH3:37]SC(=N)N. The catalyst is C1COCC1.CCO. The product is [F:14][C:8]1[CH:9]=[C:10]([F:13])[CH:11]=[CH:12][C:7]=1[O:6][C:5]1[C:4]([OH:3])=[N:36][C:34]([S:33][CH3:32])=[N:35][CH:37]=1. The yield is 0.600.